From a dataset of Forward reaction prediction with 1.9M reactions from USPTO patents (1976-2016). Predict the product of the given reaction. (1) Given the reactants [CH2:1]([O:8][C:9]1[CH:10]=[C:11]([S:15][C:16]2[CH:21]=[CH:20][C:19]([CH2:22][CH2:23][C:24]([NH:28][C:29]([O:31][C:32]([CH3:35])([CH3:34])[CH3:33])=[O:30])([CH3:27])[CH2:25][OH:26])=[C:18]([Cl:36])[CH:17]=2)[CH:12]=[CH:13][CH:14]=1)[C:2]1[CH:7]=[CH:6][CH:5]=[CH:4][CH:3]=1.CCCCCC.C(O)C, predict the reaction product. The product is: [CH2:1]([O:8][C:9]1[CH:10]=[C:11]([S:15][C:16]2[CH:21]=[CH:20][C:19]([CH2:22][CH2:23][C:24]([NH:28][C:29]([O:31][C:32]([CH3:35])([CH3:34])[CH3:33])=[O:30])([CH3:27])[CH2:25][OH:26])=[C:18]([Cl:36])[CH:17]=2)[CH:12]=[CH:13][CH:14]=1)[C:2]1[CH:3]=[CH:4][CH:5]=[CH:6][CH:7]=1.[CH2:1]([O:8][C:9]1[CH:10]=[C:11]([S:15][C:16]2[CH:21]=[CH:20][C:19]([CH2:22][CH2:23][C:24]([NH:28][C:29]([O:31][C:32]([CH3:35])([CH3:34])[CH3:33])=[O:30])([CH3:27])[CH2:25][OH:26])=[C:18]([Cl:36])[CH:17]=2)[CH:12]=[CH:13][CH:14]=1)[C:2]1[CH:3]=[CH:4][CH:5]=[CH:6][CH:7]=1. (2) Given the reactants [CH3:1][C:2]1[CH:3]=[C:4]2[C:8](=[CH:9][CH:10]=1)[NH:7][CH:6]=[C:5]2[C:11]([O:13][CH3:14])=[O:12].C([O-])([O-])=O.[K+].[K+].[CH2:21](Br)[CH:22]([CH3:24])[CH3:23], predict the reaction product. The product is: [CH3:1][C:2]1[CH:3]=[C:4]2[C:8](=[CH:9][CH:10]=1)[N:7]([CH2:21][CH:22]([CH3:24])[CH3:23])[CH:6]=[C:5]2[C:11]([O:13][CH3:14])=[O:12]. (3) Given the reactants [C:1]([CH:3]1[C:16]2[CH:15]=[CH:14][CH:13]=[CH:12][C:11]=2[CH2:10][C:9]2[C:4]1=[CH:5][CH:6]=[CH:7][CH:8]=2)#[N:2].[O-]CC.[Na+].Br[CH2:22][C:23]([O:25][CH2:26][CH3:27])=[O:24], predict the reaction product. The product is: [CH2:26]([O:25][C:23](=[O:24])[CH2:22][C:3]1([C:1]#[N:2])[C:4]2[CH:5]=[CH:6][CH:7]=[CH:8][C:9]=2[CH2:10][C:11]2[C:16]1=[CH:15][CH:14]=[CH:13][CH:12]=2)[CH3:27]. (4) Given the reactants [O:1]1CCOCC1.[CH3:7][O:8][CH2:9][C:10]1([C:15]#[N:16])[CH2:13][C:12](=C)[CH2:11]1.I([O-])(=O)(=O)=O.[Na+], predict the reaction product. The product is: [CH3:7][O:8][CH2:9][C:10]1([C:15]#[N:16])[CH2:13][C:12](=[O:1])[CH2:11]1. (5) Given the reactants ClC1C=CC=CC=1.CO[CH:10](OC)[CH2:11][S:12][C:13]1[CH:18]=[CH:17][CH:16]=[CH:15][C:14]=1[F:19].[CH3:22][O:23]C(Cl)Cl.C([O-])(O)=O.[Na+], predict the reaction product. The product is: [F:19][C:14]1[C:13]2[S:12][CH:11]=[C:10]([CH:22]=[O:23])[C:18]=2[CH:17]=[CH:16][CH:15]=1. (6) Given the reactants [Cl:1][C:2]1[CH:11]=[C:10]([C:12](=O)[CH3:13])[C:9]([N:15]2[CH2:20][CH2:19][N:18]([C:21]([C:23]3[CH:27]=[CH:26][N:25]([CH3:28])[N:24]=3)=[O:22])[CH2:17][CH2:16]2)=[C:8]2[C:3]=1[CH:4]=[CH:5][CH:6]=[N:7]2.C([O-])(=O)C.[NH4+].C([BH3-])#[N:35].[Na+].O1CCCC1, predict the reaction product. The product is: [Cl:1][C:2]1[CH:11]=[C:10]([CH:12]([NH2:35])[CH3:13])[C:9]([N:15]2[CH2:20][CH2:19][N:18]([C:21]([C:23]3[CH:27]=[CH:26][N:25]([CH3:28])[N:24]=3)=[O:22])[CH2:17][CH2:16]2)=[C:8]2[C:3]=1[CH:4]=[CH:5][CH:6]=[N:7]2.